From a dataset of Catalyst prediction with 721,799 reactions and 888 catalyst types from USPTO. Predict which catalyst facilitates the given reaction. (1) Reactant: [F:1][CH:2]([F:26])[O:3][C:4]1[C:5]([OH:25])=[C:6](/[CH:10]=[CH:11]/[C:12]2[N:13]=[C:14]3[N:18]([C:19]=2[C:20]([O:22][CH2:23][CH3:24])=[O:21])[CH:17]=[CH:16][S:15]3)[CH:7]=[CH:8][CH:9]=1.Br[CH2:28][CH2:29][CH:30]([CH3:32])[CH3:31].C(=O)([O-])[O-].[K+].[K+]. Product: [F:26][CH:2]([F:1])[O:3][C:4]1[C:5]([O:25][CH2:28][CH2:29][CH:30]([CH3:32])[CH3:31])=[C:6](/[CH:10]=[CH:11]/[C:12]2[N:13]=[C:14]3[N:18]([C:19]=2[C:20]([O:22][CH2:23][CH3:24])=[O:21])[CH:17]=[CH:16][S:15]3)[CH:7]=[CH:8][CH:9]=1. The catalyst class is: 9. (2) Reactant: Cl.[NH2:2]O.[CH2:4]([O:6][C:7](=[O:39])[C:8](O)=[CH:9][C:10]([C:12]1[CH:17]=[C:16]([C:18]([CH3:21])([CH3:20])[CH3:19])[C:15]([O:22][CH2:23][C:24]2[CH:29]=[CH:28][CH:27]=[CH:26][CH:25]=2)=[CH:14][C:13]=1[O:30][CH2:31][C:32]1[CH:37]=[CH:36][CH:35]=[CH:34][CH:33]=1)=[O:11])[CH3:5].O. Product: [CH2:4]([O:6][C:7]([C:8]1[CH:9]=[C:10]([C:12]2[CH:17]=[C:16]([C:18]([CH3:21])([CH3:20])[CH3:19])[C:15]([O:22][CH2:23][C:24]3[CH:29]=[CH:28][CH:27]=[CH:26][CH:25]=3)=[CH:14][C:13]=2[O:30][CH2:31][C:32]2[CH:37]=[CH:36][CH:35]=[CH:34][CH:33]=2)[O:11][N:2]=1)=[O:39])[CH3:5]. The catalyst class is: 8.